From a dataset of Full USPTO retrosynthesis dataset with 1.9M reactions from patents (1976-2016). Predict the reactants needed to synthesize the given product. (1) The reactants are: Br[C:2]1[CH:7]=[CH:6][C:5]([C:8]([C:10]2[CH:11]=[N:12][N:13]([CH3:27])[C:14]=2[O:15]CC2C=CC3C(=CC=CC=3)C=2)=[O:9])=[C:4]([Cl:28])[C:3]=1[N:29]=[C:30]1[CH2:35][CH2:34][CH2:33][CH2:32][S:31]1=[O:36].O1CCOC[CH2:38]1.C(=O)([O-])[O-].[K+].[K+].CB1OB(C)OB(C)O1. Given the product [Cl:28][C:4]1[C:3]([N:29]=[C:30]2[CH2:35][CH2:34][CH2:33][CH2:32][S:31]2=[O:36])=[C:2]([CH3:38])[CH:7]=[CH:6][C:5]=1[C:8]([C:10]1[CH:11]=[N:12][N:13]([CH3:27])[C:14]=1[OH:15])=[O:9], predict the reactants needed to synthesize it. (2) Given the product [CH3:1][O:2][C:3]1[CH:4]=[C:5]2[C:10](=[CH:11][C:12]=1[O:13][CH3:14])[N:9]=[CH:8][N:7]=[C:6]2[O:15][C:16]1[CH:22]=[CH:21][C:19]([NH:20][C:38](=[O:40])[O:56][CH:54]([C:53]2[CH:57]=[CH:58][CH:59]=[CH:60][C:52]=2[O:51][CH2:49][CH3:50])[CH3:55])=[CH:18][CH:17]=1, predict the reactants needed to synthesize it. The reactants are: [CH3:1][O:2][C:3]1[CH:4]=[C:5]2[C:10](=[CH:11][C:12]=1[O:13][CH3:14])[N:9]=[CH:8][N:7]=[C:6]2[O:15][C:16]1[CH:22]=[CH:21][C:19]([NH2:20])=[CH:18][CH:17]=1.C1(C)C=CC=CC=1.C(N(CC)CC)C.Cl[C:38](Cl)([O:40]C(=O)OC(Cl)(Cl)Cl)Cl.[CH2:49]([O:51][C:52]1[CH:60]=[CH:59][CH:58]=[CH:57][C:53]=1[CH:54]([OH:56])[CH3:55])[CH3:50].